This data is from Reaction yield outcomes from USPTO patents with 853,638 reactions. The task is: Predict the reaction yield, written as a fraction of the theoretical maximum amount of product (1.0 means a 100% yield; for example, 0.34 means a 34% yield). The reactants are [CH2:1]([C@H:3]1[CH2:8][CH2:7][C@H:6]([O:9][C:10]2[CH:15]=[CH:14][C:13]([CH:16]3[CH2:21][CH2:20][N:19]([CH2:22][CH2:23][C:24]([O:26]CC)=[O:25])[CH2:18][CH2:17]3)=[CH:12][CH:11]=2)[CH2:5][CH2:4]1)[CH3:2].[OH-].[Na+]. The catalyst is CO.O. The product is [CH2:1]([C@H:3]1[CH2:4][CH2:5][C@H:6]([O:9][C:10]2[CH:15]=[CH:14][C:13]([C:16]3[CH2:21][CH2:20][N:19]([CH2:22][CH2:23][C:24]([OH:26])=[O:25])[CH2:18][CH:17]=3)=[CH:12][CH:11]=2)[CH2:7][CH2:8]1)[CH3:2]. The yield is 0.540.